From a dataset of Forward reaction prediction with 1.9M reactions from USPTO patents (1976-2016). Predict the product of the given reaction. (1) Given the reactants [C:1]([C:3]1[C:4]([C:17]([F:20])([F:19])[F:18])=[C:5]2[C:9](=[CH:10][CH:11]=1)[N:8]([CH2:12][C:13](=[NH:16])[NH:14][OH:15])[CH:7]=[CH:6]2)#[N:2].[Br:21][C:22]1[CH:23]=[C:24]([CH:28]=[CH:29][C:30]=1[CH3:31])[C:25](O)=O, predict the reaction product. The product is: [Br:21][C:22]1[CH:23]=[C:24]([C:25]2[O:15][N:14]=[C:13]([CH2:12][N:8]3[C:9]4[C:5](=[C:4]([C:17]([F:19])([F:20])[F:18])[C:3]([C:1]#[N:2])=[CH:11][CH:10]=4)[CH:6]=[CH:7]3)[N:16]=2)[CH:28]=[CH:29][C:30]=1[CH3:31]. (2) Given the reactants Cl[C:2]1[N:10]=[CH:9][C:8]([F:11])=[CH:7][C:3]=1[C:4]([OH:6])=[O:5].C([O-])([O-])=O.[K+].[K+].CN(C=O)C.[S:23]1[CH2:27][CH2:26][CH:25]([NH2:28])[CH2:24]1, predict the reaction product. The product is: [F:11][C:8]1[CH:9]=[N:10][C:2]([NH:28][CH:25]2[CH2:26][CH2:27][S:23][CH2:24]2)=[C:3]([CH:7]=1)[C:4]([OH:6])=[O:5]. (3) Given the reactants [O:1]=[C:2]1[CH2:7][CH2:6][N:5]([C:8]2[CH:13]=[CH:12][C:11]([N:14]3[CH2:18][C@H:17]([CH2:19][NH:20][C:21](=[O:23])[CH3:22])[O:16][C:15]3=[O:24])=[CH:10][C:9]=2[F:25])[CH2:4][C:3]1([CH3:27])[CH3:26].[C-:28]#[N:29].[K+], predict the reaction product. The product is: [C:28]([C:2]1([OH:1])[CH2:7][CH2:6][N:5]([C:8]2[CH:13]=[CH:12][C:11]([N:14]3[CH2:18][C@H:17]([CH2:19][NH:20][C:21](=[O:23])[CH3:22])[O:16][C:15]3=[O:24])=[CH:10][C:9]=2[F:25])[CH2:4][C:3]1([CH3:27])[CH3:26])#[N:29].